Predict which catalyst facilitates the given reaction. From a dataset of Catalyst prediction with 721,799 reactions and 888 catalyst types from USPTO. Reactant: [NH2:1][CH2:2][C:3]([OH:5])=[O:4].[O-2].[Ca+2:7]. Product: [NH2:1][CH2:2][C:3]([O-:5])=[O:4].[NH2:1][CH2:2][C:3]([OH:5])=[O:4].[NH2:1][CH2:2][C:3]([O-:5])=[O:4].[Ca+2:7]. The catalyst class is: 6.